This data is from Reaction yield outcomes from USPTO patents with 853,638 reactions. The task is: Predict the reaction yield, written as a fraction of the theoretical maximum amount of product (1.0 means a 100% yield; for example, 0.34 means a 34% yield). (1) The reactants are [CH3:1][O:2][C:3]1[CH:4]=[C:5]([CH2:11][CH2:12][NH2:13])[CH:6]=[CH:7][C:8]=1[O:9][CH3:10].[F:14][C:15]([F:26])([F:25])[C:16](O[C:16](=[O:17])[C:15]([F:26])([F:25])[F:14])=[O:17].O. The product is [CH3:1][O:2][C:3]1[CH:4]=[C:5]([CH2:11][CH2:12][NH:13][C:16](=[O:17])[C:15]([F:26])([F:25])[F:14])[CH:6]=[CH:7][C:8]=1[O:9][CH3:10]. The catalyst is C(OCC)(=O)C. The yield is 0.860. (2) The reactants are Cl[C:2]1[CH:7]=[CH:6][C:5]([N+:8]([O-:10])=[O:9])=[CH:4][N:3]=1.[CH2:11]([C:15]1[CH:20]=[CH:19][C:18]([OH:21])=[CH:17][CH:16]=1)[CH2:12][CH2:13][CH3:14].C([O-])([O-])=O.[K+].[K+]. The catalyst is CN(C=O)C. The product is [CH2:11]([C:15]1[CH:16]=[CH:17][C:18]([O:21][C:2]2[CH:7]=[CH:6][C:5]([N+:8]([O-:10])=[O:9])=[CH:4][N:3]=2)=[CH:19][CH:20]=1)[CH2:12][CH2:13][CH3:14]. The yield is 1.00.